From a dataset of Reaction yield outcomes from USPTO patents with 853,638 reactions. Predict the reaction yield, written as a fraction of the theoretical maximum amount of product (1.0 means a 100% yield; for example, 0.34 means a 34% yield). (1) The reactants are [H-].[H-].[H-].[H-].[Li+].[Al+3].[CH:7]1([C:15]2[CH:20]=[CH:19][C:18]([C:21]([CH3:28])=[CH:22][C:23](OCC)=[O:24])=[CH:17][CH:16]=2)[CH2:14][CH2:13][CH2:12][CH2:11][CH2:10][CH2:9][CH2:8]1. The catalyst is CCOCC. The product is [CH:7]1([C:15]2[CH:16]=[CH:17][C:18]([C:21]([CH3:28])=[CH:22][CH2:23][OH:24])=[CH:19][CH:20]=2)[CH2:8][CH2:9][CH2:10][CH2:11][CH2:12][CH2:13][CH2:14]1. The yield is 0.793. (2) The reactants are C(O[C:6](=O)[N:7]([CH2:9][C:10](=[O:42])[NH:11][CH2:12][C@H:13]([O:15][C:16]1[CH:25]=[CH:24][CH:23]=[C:22]2[C:17]=1[C:18]([NH:26][C:27]1[CH:32]=[CH:31][C:30]([O:33][CH2:34][C:35]3[CH:40]=[CH:39][CH:38]=[CH:37][N:36]=3)=[C:29]([Cl:41])[CH:28]=1)=[N:19][CH:20]=[N:21]2)[CH3:14])C)(C)(C)C. The catalyst is FC(F)(F)C(O)=O. The yield is 0.150. The product is [Cl:41][C:29]1[CH:28]=[C:27]([NH:26][C:18]2[C:17]3[C:22](=[CH:23][CH:24]=[CH:25][C:16]=3[O:15][C@H:13]([CH3:14])[CH2:12][NH:11][C:10](=[O:42])[CH2:9][NH:7][CH3:6])[N:21]=[CH:20][N:19]=2)[CH:32]=[CH:31][C:30]=1[O:33][CH2:34][C:35]1[CH:40]=[CH:39][CH:38]=[CH:37][N:36]=1. (3) The reactants are [ClH:1].C[O:3][C:4]1[C:15]2[C:16]3[N:8]([NH:9][CH2:10][C:11]=3[C@H:12]([CH:18]3[CH:23]4[CH2:24][CH2:25][N:20]([CH2:21][CH2:22]4)[CH2:19]3)[C:13](=[O:17])[CH:14]=2)[CH:7]=[CH:6][N:5]=1.Br. The catalyst is C(O)(=O)C.CO. The product is [ClH:1].[OH:3][C:4]1[C:15]2[C:16]3[N:8]([NH:9][CH2:10][C:11]=3[C@H:12]([CH:18]3[CH:23]4[CH2:24][CH2:25][N:20]([CH2:21][CH2:22]4)[CH2:19]3)[C:13](=[O:17])[CH:14]=2)[CH:7]=[CH:6][N:5]=1. The yield is 0.210.